This data is from Reaction yield outcomes from USPTO patents with 853,638 reactions. The task is: Predict the reaction yield, written as a fraction of the theoretical maximum amount of product (1.0 means a 100% yield; for example, 0.34 means a 34% yield). (1) The reactants are [F:1][C:2]1[CH:7]=[CH:6][C:5]([O:8][C:9]2[CH:16]=[CH:15][C:14]([CH2:17]O)=[CH:13][C:10]=2[C:11]#[N:12])=[CH:4][C:3]=1[C:19]([F:22])([F:21])[F:20].S(Cl)([Cl:25])=O. The catalyst is C(Cl)Cl. The product is [Cl:25][CH2:17][C:14]1[CH:15]=[CH:16][C:9]([O:8][C:5]2[CH:6]=[CH:7][C:2]([F:1])=[C:3]([C:19]([F:22])([F:21])[F:20])[CH:4]=2)=[C:10]([CH:13]=1)[C:11]#[N:12]. The yield is 0.900. (2) The reactants are C[O:2][CH:3](OC)[C:4]1[CH:19]=[CH:18][C:7](/[CH:8]=[CH:9]/[C:10]2[CH:17]=[CH:16][C:13]([C:14]#[N:15])=[CH:12][CH:11]=2)=[CH:6][C:5]=1[O:20][CH3:21].C1(C)C=CC(S(O)(=O)=O)=CC=1. The catalyst is C1COCC1. The product is [CH:3]([C:4]1[CH:19]=[CH:18][C:7](/[CH:8]=[CH:9]/[C:10]2[CH:17]=[CH:16][C:13]([C:14]#[N:15])=[CH:12][CH:11]=2)=[CH:6][C:5]=1[O:20][CH3:21])=[O:2]. The yield is 0.990. (3) The catalyst is C(#N)C. The reactants are [NH2:1][C:2]1[C:10]([CH3:11])=[CH:9][C:8]([Cl:12])=[CH:7][C:3]=1[C:4]([OH:6])=[O:5].N12CCCC=C1CCNC[CH2:14]2.S(OC)(OC)(=O)=O.Cl. The yield is 0.878. The product is [CH3:14][O:5][C:4](=[O:6])[C:3]1[CH:7]=[C:8]([Cl:12])[CH:9]=[C:10]([CH3:11])[C:2]=1[NH2:1].